From a dataset of Reaction yield outcomes from USPTO patents with 853,638 reactions. Predict the reaction yield, written as a fraction of the theoretical maximum amount of product (1.0 means a 100% yield; for example, 0.34 means a 34% yield). (1) The reactants are [NH2:1][C:2]1[N:3]([CH3:18])[C:4](=[O:17])[C:5]2([N:16]=1)[C:14]1[C:9](=[CH:10][CH:11]=[C:12](Br)[CH:13]=1)[CH2:8][CH2:7][CH2:6]2.[Cl:19][C:20]1[CH:21]=[C:22](B(O)O)[CH:23]=[N:24][CH:25]=1.O1CCOCC1.C([O-])([O-])=O.[Na+].[Na+]. The catalyst is C(Cl)Cl.[O-]S([O-])(=O)=O.[Na+].[Na+].C1C=CC([P]([Pd]([P](C2C=CC=CC=2)(C2C=CC=CC=2)C2C=CC=CC=2)([P](C2C=CC=CC=2)(C2C=CC=CC=2)C2C=CC=CC=2)[P](C2C=CC=CC=2)(C2C=CC=CC=2)C2C=CC=CC=2)(C2C=CC=CC=2)C2C=CC=CC=2)=CC=1. The product is [NH2:1][C:2]1[N:3]([CH3:18])[C:4](=[O:17])[C:5]2([N:16]=1)[C:14]1[C:9](=[CH:10][CH:11]=[C:12]([C:22]3[CH:23]=[N:24][CH:25]=[C:20]([Cl:19])[CH:21]=3)[CH:13]=1)[CH2:8][CH2:7][CH2:6]2. The yield is 0.362. (2) The reactants are CCN=C=NCCCN(C)C.Cl.C1C=CC2N(O)N=NC=2C=1.O.[CH3:24][O:25][C:26]([C:28]1[CH:29]=[C:30]([CH:34]=[CH:35][CH:36]=1)[C:31]([OH:33])=O)=[O:27].[NH2:37][C@@H:38]([CH2:53][C:54]1[CH:59]=[CH:58][CH:57]=[CH:56][CH:55]=1)[C@H:39]([OH:52])[CH2:40][NH:41][CH2:42][C:43]1[CH:44]=[N:45][CH:46]=[C:47]([CH:49]([CH3:51])[CH3:50])[CH:48]=1.CCN(C(C)C)C(C)C.O1C2C=CC=CC=2C=C1CNC(=O)OC(C)(C)C. The catalyst is C(Cl)Cl. The product is [OH:52][C@H:39]([CH2:40][NH:41][CH2:42][C:43]1[CH:44]=[N:45][CH:46]=[C:47]([CH:49]([CH3:51])[CH3:50])[CH:48]=1)[C@@H:38]([NH:37][C:31]([C:30]1[CH:29]=[C:28]([CH:36]=[CH:35][CH:34]=1)[C:26]([O:25][CH3:24])=[O:27])=[O:33])[CH2:53][C:54]1[CH:55]=[CH:56][CH:57]=[CH:58][CH:59]=1. The yield is 0.690. (3) The reactants are C(NC1C=CC(C2C=C3C(CN([C@@H](C(C)C)C(O)=O)C3=O)=CC=2)=CC=1)(=O)C1C=CC=CC=1.[F:33][C:34]1[C:66]([C:67]([F:70])([F:69])[F:68])=[CH:65][CH:64]=[CH:63][C:35]=1[C:36]([NH:38][C:39]1[CH:44]=[CH:43][C:42]([C:45]2[CH:53]=[C:52]3[C:48]([CH2:49][N:50]([C@@H:55]([CH:60]([CH3:62])[CH3:61])[C:56]([O:58]C)=[O:57])[C:51]3=[O:54])=[CH:47][CH:46]=2)=[CH:41][CH:40]=1)=[O:37]. No catalyst specified. The product is [F:33][C:34]1[C:66]([C:67]([F:70])([F:68])[F:69])=[CH:65][CH:64]=[CH:63][C:35]=1[C:36]([NH:38][C:39]1[CH:44]=[CH:43][C:42]([C:45]2[CH:53]=[C:52]3[C:48]([CH2:49][N:50]([C@@H:55]([CH:60]([CH3:62])[CH3:61])[C:56]([OH:58])=[O:57])[C:51]3=[O:54])=[CH:47][CH:46]=2)=[CH:41][CH:40]=1)=[O:37]. The yield is 0.690. (4) The reactants are [NH2:1][C:2]1[CH:3]=[C:4]([C:8]2[C:16]([C:17]3[CH:22]=[CH:21][N:20]=[C:19]([NH:23][C:24]4[CH:29]=[CH:28][C:27]([O:30][CH3:31])=[C:26]([N:32]5[CH2:37][CH2:36][N:35]([CH2:38][CH2:39][S:40]([CH3:43])(=[O:42])=[O:41])[CH2:34][CH2:33]5)[CH:25]=4)[N:18]=3)=[C:11]3[CH:12]=[CH:13][CH:14]=[CH:15][N:10]3[N:9]=2)[CH:5]=[CH:6][CH:7]=1.[S:44]1[CH:48]=[CH:47][CH:46]=[C:45]1[CH2:49][C:50](Cl)=[O:51]. No catalyst specified. The product is [CH3:31][O:30][C:27]1[CH:28]=[CH:29][C:24]([NH:23][C:19]2[N:18]=[C:17]([C:16]3[C:8]([C:4]4[CH:3]=[C:2]([NH:1][C:50](=[O:51])[CH2:49][C:45]5[S:44][CH:48]=[CH:47][CH:46]=5)[CH:7]=[CH:6][CH:5]=4)=[N:9][N:10]4[CH:15]=[CH:14][CH:13]=[CH:12][C:11]=34)[CH:22]=[CH:21][N:20]=2)=[CH:25][C:26]=1[N:32]1[CH2:37][CH2:36][N:35]([CH2:38][CH2:39][S:40]([CH3:43])(=[O:41])=[O:42])[CH2:34][CH2:33]1. The yield is 0.470. (5) The reactants are C(OC([N:8]1[CH2:13][CH:12]=[C:11]([C:14]2[CH:15]=[CH:16][C:17]3[O:26][CH2:25][CH2:24][C:23]4[N:19]([N:20]=[C:21]([C:27]5[N:28]([CH2:32][C:33]([F:36])([F:35])[F:34])[N:29]=[CH:30][N:31]=5)[CH:22]=4)[C:18]=3[CH:37]=2)[CH2:10][CH2:9]1)=O)(C)(C)C.Cl.C(OCC)C. The catalyst is [Pd]. The product is [NH:8]1[CH2:13][CH2:12][CH:11]([C:14]2[CH:15]=[CH:16][C:17]3[O:26][CH2:25][CH2:24][C:23]4[N:19]([N:20]=[C:21]([C:27]5[N:28]([CH2:32][C:33]([F:35])([F:34])[F:36])[N:29]=[CH:30][N:31]=5)[CH:22]=4)[C:18]=3[CH:37]=2)[CH2:10][CH2:9]1. The yield is 0.740. (6) The reactants are [Cl:1][C:2]1[CH:3]=[C:4]([CH2:9][C:10]([O:12][CH2:13][CH3:14])=[O:11])[CH:5]=[CH:6][C:7]=1[OH:8].C([O-])([O-])=O.[K+].[K+].Cl[CH2:22][C:23]1[CH:32]=[CH:31][C:30]2[C:25](=[CH:26][CH:27]=[CH:28][CH:29]=2)[N:24]=1. The catalyst is CN(C=O)C. The product is [Cl:1][C:2]1[CH:3]=[C:4]([CH2:9][C:10]([O:12][CH2:13][CH3:14])=[O:11])[CH:5]=[CH:6][C:7]=1[O:8][CH2:22][C:23]1[CH:32]=[CH:31][C:30]2[C:25](=[CH:26][CH:27]=[CH:28][CH:29]=2)[N:24]=1. The yield is 0.450. (7) The reactants are [CH3:1][C:2]([C:4]1[CH:9]=[CH:8][CH:7]=[C:6]([Br:10])[CH:5]=1)=O.C[Si]([N:15]=[C:16]=[N:17][Si](C)(C)C)(C)C. The catalyst is C(Cl)Cl.[Ti](Cl)(Cl)(Cl)Cl. The product is [Br:10][C:6]1[CH:5]=[C:4]([C:2](=[N:17][C:16]#[N:15])[CH3:1])[CH:9]=[CH:8][CH:7]=1. The yield is 1.00. (8) The reactants are [CH3:1][CH:2]([C:4]1[C:14]2[O:13][CH2:12][CH2:11][N:10](C(OC(C)(C)C)=O)[CH2:9][C:8]=2[CH:7]=[CH:6][CH:5]=1)[CH3:3].C(OCC)(=O)C.[ClH:28]. The catalyst is C(OCC)(=O)C. The product is [ClH:28].[CH3:3][CH:2]([C:4]1[C:14]2[O:13][CH2:12][CH2:11][NH:10][CH2:9][C:8]=2[CH:7]=[CH:6][CH:5]=1)[CH3:1]. The yield is 0.972. (9) The reactants are [F:1][C:2]([F:13])([F:12])[O:3][C:4]1[CH:5]=[C:6]([NH:10][NH2:11])[CH:7]=[CH:8][CH:9]=1.[N:14]1[CH:19]=[CH:18][C:17]([CH:20]=O)=[CH:16][CH:15]=1. No catalyst specified. The product is [N:14]1[CH:19]=[CH:18][C:17](/[CH:20]=[N:11]/[NH:10][C:6]2[CH:7]=[CH:8][CH:9]=[C:4]([O:3][C:2]([F:12])([F:13])[F:1])[CH:5]=2)=[CH:16][CH:15]=1. The yield is 0.400.